From a dataset of Catalyst prediction with 721,799 reactions and 888 catalyst types from USPTO. Predict which catalyst facilitates the given reaction. (1) Reactant: [F:1][C:2]1[CH:3]=[C:4]([CH:11]=[C:12]([F:14])[CH:13]=1)[CH2:5][C@@H:6]([C:8]([OH:10])=[O:9])N.N([O-])=[O:16].[Na+]. Product: [F:1][C:2]1[CH:3]=[C:4]([CH2:5][C@H:6]([OH:16])[C:8]([OH:10])=[O:9])[CH:11]=[C:12]([F:14])[CH:13]=1. The catalyst class is: 561. (2) Reactant: C([O:3][C:4](=[O:31])[C:5]([CH3:30])([O:23][C:24]1[CH:29]=[CH:28][CH:27]=[CH:26][CH:25]=1)[CH2:6][C:7]1[CH:12]=[CH:11][C:10]([O:13][CH2:14][CH2:15][CH:16]2[CH2:20][NH:19][C:18](=[O:21])[N:17]2[CH3:22])=[CH:9][CH:8]=1)C.[H-].[Na+].F[C:35](F)(F)[C:36]1[CH:43]=[CH:42][CH:41]=[CH:40][C:37]=1CBr.[OH-].[Na+].CN([CH:51]=[O:52])C. Product: [CH3:51][O:52][C:40]1[CH:37]=[C:36]([CH:43]=[CH:42][CH:41]=1)[CH2:35][N:19]1[CH2:20][CH:16]([CH2:15][CH2:14][O:13][C:10]2[CH:11]=[CH:12][C:7]([CH2:6][C:5]([CH3:30])([O:23][C:24]3[CH:29]=[CH:28][CH:27]=[CH:26][CH:25]=3)[C:4]([OH:3])=[O:31])=[CH:8][CH:9]=2)[N:17]([CH3:22])[C:18]1=[O:21]. The catalyst class is: 8. (3) Reactant: Br[C:2]1[CH:7]=[CH:6][CH:5]=[C:4]([Br:8])[N:3]=1.[C:9]1(B(O)O)[CH:14]=[CH:13][CH:12]=[CH:11][CH:10]=1.C(=O)([O-])[O-].[Na+].[Na+]. Product: [Br:8][C:4]1[CH:5]=[CH:6][CH:7]=[C:2]([C:9]2[CH:14]=[CH:13][CH:12]=[CH:11][CH:10]=2)[N:3]=1. The catalyst class is: 602. (4) Reactant: [CH2:1]([O:8][C:9]1[CH:14]=[CH:13][C:12]([O:15][C:16]2[C:24]([CH3:25])=[CH:23][C:22]([N+:26]([O-:28])=[O:27])=[C:21]3[C:17]=2[CH2:18][CH2:19][CH2:20]3)=[CH:11][C:10]=1[CH2:29]O)[C:2]1[CH:7]=[CH:6][CH:5]=[CH:4][CH:3]=1.S(Cl)([Cl:33])=O. Product: [CH2:1]([O:8][C:9]1[CH:14]=[CH:13][C:12]([O:15][C:16]2[C:24]([CH3:25])=[CH:23][C:22]([N+:26]([O-:28])=[O:27])=[C:21]3[C:17]=2[CH2:18][CH2:19][CH2:20]3)=[CH:11][C:10]=1[CH2:29][Cl:33])[C:2]1[CH:7]=[CH:6][CH:5]=[CH:4][CH:3]=1. The catalyst class is: 27. (5) Reactant: [H-].[Na+].[CH:3]([C:5]1[CH:14]=[CH:13][C:8]([C:9]([O:11][CH3:12])=[O:10])=[CH:7][CH:6]=1)=O.[CH2:15]1COCC1. The catalyst class is: 629. Product: [CH:3]([C:5]1[CH:14]=[CH:13][C:8]([C:9]([O:11][CH3:12])=[O:10])=[CH:7][CH:6]=1)=[CH2:15]. (6) Reactant: Cl[CH2:2][C:3]([OH:5])=[O:4].C(=O)([O-])[O-].[Na+].[Na+].[C:12]([OH:21])(=[O:20])[C:13]1[C:14](=[CH:16][CH:17]=[CH:18][CH:19]=1)[NH2:15]. Product: [C:3]([CH2:2][NH:15][C:14]1[CH:16]=[CH:17][CH:18]=[CH:19][C:13]=1[C:12]([OH:21])=[O:20])([OH:5])=[O:4]. The catalyst class is: 801. (7) Reactant: [NH2:1][C@H:2]1[CH2:7][CH2:6][C@H:5]([NH:8][C:9]2[CH:14]=[C:13]([C:15]3[C:20]([Cl:21])=[CH:19][CH:18]=[C:17]([NH:22][CH2:23][CH:24]4[CH2:29][CH2:28][O:27][CH2:26][CH2:25]4)[N:16]=3)[C:12]([Cl:30])=[CH:11][N:10]=2)[CH2:4][CH2:3]1.[F:31][C:32]([F:37])([F:36])[C@H:33]1[O:35][CH2:34]1. Product: [Cl:21][C:20]1[C:15]([C:13]2[C:12]([Cl:30])=[CH:11][N:10]=[C:9]([NH:8][C@H:5]3[CH2:6][CH2:7][C@H:2]([NH:1][CH2:34][C@H:33]([OH:35])[C:32]([F:37])([F:36])[F:31])[CH2:3][CH2:4]3)[CH:14]=2)=[N:16][C:17]([NH:22][CH2:23][CH:24]2[CH2:29][CH2:28][O:27][CH2:26][CH2:25]2)=[CH:18][CH:19]=1. The catalyst class is: 41.